Dataset: Reaction yield outcomes from USPTO patents with 853,638 reactions. Task: Predict the reaction yield, written as a fraction of the theoretical maximum amount of product (1.0 means a 100% yield; for example, 0.34 means a 34% yield). (1) The reactants are C([NH:9][C:10]1[CH:15]=[CH:14][N:13]([C@@H:16]2[S:25][C@H:24]([CH2:26][OH:27])[C@@H:19]([O:20]C(=O)C)[C@@:17]2(C(=O)C)[OH:18])[C:12](=[O:31])[N:11]=1)(=O)C1C=CC=CC=1.P(Cl)([O-])OCC1C(=CC=CC=1)O.[P:44]([O:56]C[C@H]1S[C@@H](N2C=CC(=O)NC2=O)[C@H](O)[C@@H]1O)([O:47][P:48]([O:51][P:52](O)([OH:54])=[O:53])([OH:50])=[O:49])(=[O:46])[OH:45]. No catalyst specified. The product is [P:52]([O:27][CH2:26][C@H:24]1[S:25][C@@H:16]([N:13]2[CH:14]=[CH:15][C:10]([NH2:9])=[N:11][C:12]2=[O:31])[C@H:17]([OH:18])[C@@H:19]1[OH:20])([O:51][P:48]([O:47][P:44]([OH:46])([OH:56])=[O:45])([OH:50])=[O:49])(=[O:53])[OH:54]. The yield is 0.750. (2) The reactants are [F:1][C:2]1[CH:7]=[CH:6][C:5]([C:8]2[C:9]3[CH:21]=[CH:20][C:19](=[O:22])[N:18]([C:23]4[CH:28]=[CH:27][CH:26]=[CH:25][C:24]=4[CH3:29])[C:10]=3[N:11]=[C:12](S(C)(=O)=O)[N:13]=2)=[C:4]([CH3:30])[CH:3]=1.[F:31][C:32]([F:36])([F:35])[CH2:33][NH2:34]. No catalyst specified. The product is [F:1][C:2]1[CH:7]=[CH:6][C:5]([C:8]2[C:9]3[CH:21]=[CH:20][C:19](=[O:22])[N:18]([C:23]4[CH:28]=[CH:27][CH:26]=[CH:25][C:24]=4[CH3:29])[C:10]=3[N:11]=[C:12]([NH:34][CH2:33][C:32]([F:36])([F:35])[F:31])[N:13]=2)=[C:4]([CH3:30])[CH:3]=1. The yield is 0.840. (3) The reactants are Cl[C:2]1[CH:11]=[CH:10][C:5]([C:6]([O:8][CH3:9])=[O:7])=[C:4]([O:12][CH3:13])[CH:3]=1.[C:14]1(B(O)O)[CH:19]=[CH:18][CH:17]=[CH:16][CH:15]=1.C(=O)([O-])[O-].[Cs+].[Cs+]. The catalyst is CN(C)C=O.C(OCC)(=O)C.Cl[Pd](Cl)([P](C1C=CC=CC=1)(C1C=CC=CC=1)C1C=CC=CC=1)[P](C1C=CC=CC=1)(C1C=CC=CC=1)C1C=CC=CC=1. The product is [CH3:13][O:12][C:4]1[CH:3]=[C:2]([C:14]2[CH:19]=[CH:18][CH:17]=[CH:16][CH:15]=2)[CH:11]=[CH:10][C:5]=1[C:6]([O:8][CH3:9])=[O:7]. The yield is 0.412. (4) The reactants are Br[C:2]1[CH:23]=[CH:22][C:5]2[C:6]3[N:7]([CH:11]=[C:12]([C:14]4[N:18]([CH:19]([CH3:21])[CH3:20])[N:17]=[CH:16][N:15]=4)[N:13]=3)[CH2:8][CH2:9][O:10][C:4]=2[CH:3]=1.[O:24]1[CH2:29][CH2:28][CH2:27][CH2:26][CH:25]1[N:30]1[C:34](B2OC(C)(C)C(C)(C)O2)=[CH:33][N:32]=[CH:31]1.[F-].[Cs+].O. The catalyst is CN(C=O)C.[Cu]I.C1C=CC([P]([Pd]([P](C2C=CC=CC=2)(C2C=CC=CC=2)C2C=CC=CC=2)([P](C2C=CC=CC=2)(C2C=CC=CC=2)C2C=CC=CC=2)[P](C2C=CC=CC=2)(C2C=CC=CC=2)C2C=CC=CC=2)(C2C=CC=CC=2)C2C=CC=CC=2)=CC=1. The product is [CH:19]([N:18]1[C:14]([C:12]2[N:13]=[C:6]3[C:5]4[CH:22]=[CH:23][C:2]([C:34]5[N:30]([CH:25]6[CH2:26][CH2:27][CH2:28][CH2:29][O:24]6)[CH:31]=[N:32][CH:33]=5)=[CH:3][C:4]=4[O:10][CH2:9][CH2:8][N:7]3[CH:11]=2)=[N:15][CH:16]=[N:17]1)([CH3:21])[CH3:20]. The yield is 0.170. (5) The reactants are N12CCCN=C1CCCCC2.Cl.[NH2:13][CH2:14][C:15]1[CH:23]=[CH:22][CH:21]=[C:20]2[C:16]=1[CH2:17][N:18]([CH:25]1[CH2:30][CH2:29][C:28](=[O:31])[NH:27][C:26]1=[O:32])[C:19]2=[O:24].[C:33]([NH:40][CH2:41][CH2:42][CH2:43][C:44](O)=[O:45])([O:35][C:36]([CH3:39])([CH3:38])[CH3:37])=[O:34].Cl.CN(C)CCCN=C=NCC. The catalyst is CN(C=O)C. The product is [C:36]([O:35][C:33](=[O:34])[NH:40][CH2:41][CH2:42][CH2:43][C:44](=[O:45])[NH:13][CH2:14][C:15]1[CH:23]=[CH:22][CH:21]=[C:20]2[C:16]=1[CH2:17][N:18]([CH:25]1[CH2:30][CH2:29][C:28](=[O:31])[NH:27][C:26]1=[O:32])[C:19]2=[O:24])([CH3:39])([CH3:37])[CH3:38]. The yield is 0.770. (6) The product is [Br:14][C:15]1[CH:16]=[C:17]([N+:22]([O-:24])=[O:23])[C:18]([CH:4]([C:5]([O:7][CH2:8][CH3:9])=[O:6])[C:3]([O:11][CH2:12][CH3:13])=[O:10])=[N:19][CH:20]=1. The yield is 0.690. The catalyst is CN(C)C=O. The reactants are [H-].[Na+].[C:3]([O:11][CH2:12][CH3:13])(=[O:10])[CH2:4][C:5]([O:7][CH2:8][CH3:9])=[O:6].[Br:14][C:15]1[CH:16]=[C:17]([N+:22]([O-:24])=[O:23])[C:18](Cl)=[N:19][CH:20]=1.